Dataset: Forward reaction prediction with 1.9M reactions from USPTO patents (1976-2016). Task: Predict the product of the given reaction. (1) Given the reactants [C:1]1([N:7]2[C:16]3[C:11](=[CH:12][CH:13]=[CH:14][N:15]=3)[CH:10]=[C:9]([C:17](OC3CCCC(=O)C=3)=[O:18])[C:8]2=[O:27])[CH:6]=[CH:5][CH:4]=[CH:3][CH:2]=1.C(N(CC)CC)C.C[C:36]([CH3:40])([OH:39])[C:37]#N.[C:41](O)(=O)[CH2:42][C:43](CC(O)=O)(C(O)=O)[OH:44], predict the reaction product. The product is: [OH:44][C:43]1[CH2:42][CH2:41][CH2:40][C:36](=[O:39])[C:37]=1[C:17]([C:9]1[C:8](=[O:27])[N:7]([C:1]2[CH:6]=[CH:5][CH:4]=[CH:3][CH:2]=2)[C:16]2[C:11]([CH:10]=1)=[CH:12][CH:13]=[CH:14][N:15]=2)=[O:18]. (2) Given the reactants [C:1]([OH:12])(=O)/[CH:2]=[CH:3]/[CH2:4][CH2:5][CH2:6][CH2:7][CH2:8][CH2:9][CH3:10].[CH2:13]([NH:17][CH2:18][CH2:19][CH2:20][CH3:21])[CH2:14][CH2:15][CH3:16], predict the reaction product. The product is: [CH2:13]([N:17]([CH2:18][CH2:19][CH2:20][CH3:21])[C:1](=[O:12])/[CH:2]=[CH:3]/[CH2:4][CH2:5][CH2:6][CH2:7][CH2:8][CH2:9][CH3:10])[CH2:14][CH2:15][CH3:16].